This data is from Forward reaction prediction with 1.9M reactions from USPTO patents (1976-2016). The task is: Predict the product of the given reaction. (1) Given the reactants [NH:1]1[C:9]2[C:4](=[CH:5][CH:6]=[CH:7][CH:8]=2)[C:3](/[CH:10]=[CH:11]/[C:12]2[CH:17]=[CH:16][CH:15]=[CH:14][C:13]=2[NH:18][C:19]([C:21]2[S:22][C:23]([N+:26]([O-])=O)=[CH:24][CH:25]=2)=[O:20])=[N:2]1.[Cl-].[NH4+].C(O)C, predict the reaction product. The product is: [NH2:26][C:23]1[S:22][C:21]([C:19]([NH:18][C:13]2[CH:14]=[CH:15][CH:16]=[CH:17][C:12]=2/[CH:11]=[CH:10]/[C:3]2[C:4]3[C:9](=[CH:8][CH:7]=[CH:6][CH:5]=3)[NH:1][N:2]=2)=[O:20])=[CH:25][CH:24]=1. (2) Given the reactants [CH2:1]([O:3][C:4]1[C:13]2[C:8](=[CH:9][CH:10]=[CH:11][CH:12]=2)[C:7]([O:14][CH2:15][CH3:16])=[C:6]2[C:17]([O:19][C:20](=O)[C:5]=12)=[O:18])[CH3:2].[NH2:22][C:23]1[CH:28]=[CH:27][C:26]([CH2:29][C:30]([O:32][CH2:33][CH3:34])=[O:31])=[CH:25][CH:24]=1.O, predict the reaction product. The product is: [CH2:33]([O:32][C:30](=[O:31])[CH2:29][C:26]1[CH:25]=[CH:24][C:23]([N:22]2[C:20](=[O:19])[C:5]3[C:4]([O:3][CH2:1][CH3:2])=[C:13]4[CH:12]=[CH:11][CH:10]=[CH:9][C:8]4=[C:7]([O:14][CH2:15][CH3:16])[C:6]=3[C:17]2=[O:18])=[CH:28][CH:27]=1)[CH3:34]. (3) Given the reactants Br[C:2]1[N:3]=[C:4]([C:9]2[N:10]([CH2:18][CH3:19])[C:11]3[CH:16]=[CH:15][N:14]=[CH:13][C:12]=3[N:17]=2)[C:5]([NH2:8])=[N:6][CH:7]=1.B([C:23]1[N:24]([C:32]([O:34]C(C)(C)C)=[O:33])[C:25]2[C:30]([CH:31]=1)=[CH:29][CH:28]=[CH:27][CH:26]=2)(O)O.C([O-])([O-])=O.[K+].[K+], predict the reaction product. The product is: [CH:32]([OH:34])=[O:33].[CH2:18]([N:10]1[C:11]2[CH:16]=[CH:15][N:14]=[CH:13][C:12]=2[N:17]=[C:9]1[C:4]1[C:5]([NH2:8])=[N:6][CH:7]=[C:2]([C:23]2[NH:24][C:25]3[C:30]([CH:31]=2)=[CH:29][CH:28]=[CH:27][CH:26]=3)[N:3]=1)[CH3:19].